From a dataset of Reaction yield outcomes from USPTO patents with 853,638 reactions. Predict the reaction yield, written as a fraction of the theoretical maximum amount of product (1.0 means a 100% yield; for example, 0.34 means a 34% yield). (1) The reactants are [F:1][C:2]([F:25])([F:24])[C:3]1[CH:4]=[C:5]([C:13]2[N:17]=[CH:16][N:15]([CH2:18][C:19](=[CH2:23])[C:20]([OH:22])=O)[N:14]=2)[CH:6]=[C:7]([C:9]([F:12])([F:11])[F:10])[CH:8]=1.Cl.[F:27][C:28]1([F:32])[CH2:31][NH:30][CH2:29]1.C(P1(=O)OP(CCC)(=O)OP(CCC)(=O)O1)CC.CCN(C(C)C)C(C)C. The catalyst is C1COCC1. The product is [F:12][C:9]([F:11])([F:10])[C:7]1[CH:6]=[C:5]([C:13]2[N:17]=[CH:16][N:15]([CH2:18][C:19](=[CH2:23])[C:20]([N:30]3[CH2:31][C:28]([F:32])([F:27])[CH2:29]3)=[O:22])[N:14]=2)[CH:4]=[C:3]([C:2]([F:25])([F:1])[F:24])[CH:8]=1. The yield is 0.420. (2) The reactants are [NH:1]1[C:9]2[C:4](=[CH:5][CH:6]=[CH:7][CH:8]=2)[CH:3]=[C:2]1[CH2:10][NH:11][C:12]([C:14]1([C:27]#[N:28])[CH2:19][CH2:18][N:17]([C:20]([O:22][C:23]([CH3:26])([CH3:25])[CH3:24])=[O:21])[CH2:16][CH2:15]1)=[O:13]. The catalyst is C(O)(=O)C.[Pt](=O)=O. The product is [NH:1]1[C:9]2[C:4](=[CH:5][CH:6]=[CH:7][CH:8]=2)[CH:3]=[C:2]1[CH2:10][NH:11][C:12]([C:14]1([CH2:27][NH2:28])[CH2:15][CH2:16][N:17]([C:20]([O:22][C:23]([CH3:24])([CH3:25])[CH3:26])=[O:21])[CH2:18][CH2:19]1)=[O:13]. The yield is 0.950. (3) The reactants are [ClH:1].CO[NH2:4].[F:5][C:6]([F:21])([F:20])[C:7]1[CH:8]=[C:9]([C:17](=O)[CH3:18])[CH:10]=[C:11]([C:13]([F:16])([F:15])[F:14])[CH:12]=1.C([O-])(=O)C.[Na+].Cl. The catalyst is C(O)C.O. The product is [ClH:1].[CH3:18][CH:17]([C:9]1[CH:8]=[C:7]([C:6]([F:21])([F:20])[F:5])[CH:12]=[C:11]([C:13]([F:16])([F:15])[F:14])[CH:10]=1)[NH2:4]. The yield is 1.00. (4) The reactants are [Br:1][C:2]1[CH:3]=[C:4]([CH2:8][CH:9]([OH:15])[CH:10]([N+:12]([O-])=O)[CH3:11])[CH:5]=[CH:6][CH:7]=1.O. The catalyst is CCO.[Fe]. The product is [NH2:12][CH:10]([CH3:11])[CH:9]([OH:15])[CH2:8][C:4]1[CH:5]=[CH:6][CH:7]=[C:2]([Br:1])[CH:3]=1. The yield is 0.680. (5) The product is [Br:1][C:2]1[CH:7]=[CH:6][C:5]([O:8][CH:9]([CH:10]2[CH2:11][O:18]2)[CH3:12])=[C:4]([Cl:13])[C:3]=1[Cl:14]. The catalyst is O.C(#N)C. The yield is 0.910. The reactants are [Br:1][C:2]1[CH:7]=[CH:6][C:5]([O:8][CH:9]([CH3:12])[CH:10]=[CH2:11])=[C:4]([Cl:13])[C:3]=1[Cl:14].FC(F)(F)C(C)=[O:18].C(=O)(O)[O-].[Na+].OOS([O-])=O.[K+]. (6) The reactants are Br[C:2]1[CH:24]=[C:23]([F:25])[CH:22]=[CH:21][C:3]=1[O:4][CH2:5][C:6]([N:8]([CH:18]([CH3:20])[CH3:19])[NH:9][C:10](=[O:17])[C:11]1[CH:16]=[CH:15][CH:14]=[CH:13][CH:12]=1)=[O:7].C([O-])([O-])=O.[Na+].[Na+].[CH3:32][O:33][C:34]1[CH:35]=[C:36](B(O)O)[CH:37]=[CH:38][CH:39]=1. The catalyst is COCCOC. The product is [F:25][C:23]1[CH:22]=[CH:21][C:3]([O:4][CH2:5][C:6]([N:8]([CH:18]([CH3:20])[CH3:19])[NH:9][C:10](=[O:17])[C:11]2[CH:16]=[CH:15][CH:14]=[CH:13][CH:12]=2)=[O:7])=[C:2]([C:38]2[CH:37]=[CH:36][CH:35]=[C:34]([O:33][CH3:32])[CH:39]=2)[CH:24]=1. The yield is 0.830. (7) The reactants are C([C:3]1[CH:4]=[C:5]2[C:9](=[CH:10][CH:11]=1)[N:8]([CH:12]1[CH2:17][CH2:16][CH2:15][CH2:14][O:13]1)[N:7]=[C:6]2[C:18]1[CH:19]=[C:20]([CH:24]=[CH:25][CH:26]=1)[C:21](O)=[O:22])#N.Cl.[NH2:28][CH:29]1[CH2:37][C:36]2[C:31](=[CH:32][CH:33]=[CH:34][CH:35]=2)[CH2:30]1.C1C=CC2N(O)N=[N:44][C:42]=2C=1.CCN=C=NCCCN(C)C.Cl.C(N(CC)CC)C. The catalyst is C1COCC1.CN(C=O)C. The product is [C:42]([CH:15]1[CH2:14][O:13][CH:12]([N:8]2[C:9]3[C:5](=[CH:4][CH:3]=[CH:11][CH:10]=3)[C:6]([C:18]3[CH:19]=[C:20]([C:21]([NH:28][CH:29]4[CH2:37][C:36]5[C:31](=[CH:32][CH:33]=[CH:34][CH:35]=5)[CH2:30]4)=[O:22])[CH:24]=[CH:25][CH:26]=3)=[N:7]2)[CH2:17][CH2:16]1)#[N:44]. The yield is 0.780.